From a dataset of Forward reaction prediction with 1.9M reactions from USPTO patents (1976-2016). Predict the product of the given reaction. (1) Given the reactants [NH4+].[N:2]#[C:3][S-:4].[Cl:5][C:6]1[CH:7]=[C:8]([CH:10]=[CH:11][CH:12]=1)[NH2:9], predict the reaction product. The product is: [Cl:5][C:6]1[CH:7]=[C:8]([NH:9][C:3]([NH2:2])=[S:4])[CH:10]=[CH:11][CH:12]=1. (2) Given the reactants [CH2:1]([O:3][C:4](=[O:15])[C:5](=[CH:11]OCC)[C:6]([O:8]CC)=[O:7])[CH3:2].Cl.NO.C([N:21](CC)CC)C.Cl, predict the reaction product. The product is: [CH2:1]([O:3][C:4]([C:5]1[C:6](=[O:7])[O:8][NH:21][CH:11]=1)=[O:15])[CH3:2]. (3) Given the reactants [N:1]1[N:5]2[CH:6]=[CH:7][C:8]([C:10]3[CH:20]=[CH:19][C:13]([C:14]([O:16][CH2:17][CH3:18])=[O:15])=[CH:12][CH:11]=3)=[N:9][C:4]2=[CH:3][CH:2]=1.C1C(=O)N([I:28])C(=O)C1, predict the reaction product. The product is: [I:28][C:3]1[CH:2]=[N:1][N:5]2[CH:6]=[CH:7][C:8]([C:10]3[CH:11]=[CH:12][C:13]([C:14]([O:16][CH2:17][CH3:18])=[O:15])=[CH:19][CH:20]=3)=[N:9][C:4]=12. (4) Given the reactants [H-].[Na+].Cl[CH2:4][CH2:5][S:6](Cl)(=[O:8])=[O:7].[CH3:10][C:11]1[CH:30]=[C:29]([C:31]([F:34])([F:33])[F:32])[CH:28]=[CH:27][C:12]=1[O:13][C:14]1[CH:19]=[CH:18][C:17]([C:20]2[C:21]([NH2:26])=[N:22][CH:23]=[CH:24][CH:25]=2)=[CH:16][CH:15]=1, predict the reaction product. The product is: [CH3:10][C:11]1[CH:30]=[C:29]([C:31]([F:33])([F:32])[F:34])[CH:28]=[CH:27][C:12]=1[O:13][C:14]1[CH:15]=[CH:16][C:17]([C:20]2[C:21]3=[N:26][S:6](=[O:8])(=[O:7])[CH2:5][CH2:4][N:22]3[CH:23]=[CH:24][CH:25]=2)=[CH:18][CH:19]=1. (5) Given the reactants [Br:1][C:2]1[CH:21]=[N:20][C:5]2[N:6]([CH2:18][CH3:19])[C:7]3[N:15]=[C:14](Cl)[CH:13]=[C:12]([CH3:17])[C:8]=3[NH:9][C:10](=[O:11])[C:4]=2[CH:3]=1.[CH3:22][O:23][C:24]1[CH:31]=[CH:30][C:27]([CH2:28][NH2:29])=[CH:26][CH:25]=1, predict the reaction product. The product is: [Br:1][C:2]1[CH:21]=[N:20][C:5]2[N:6]([CH2:18][CH3:19])[C:7]3[N:15]=[C:14]([NH:29][CH2:28][C:27]4[CH:30]=[CH:31][C:24]([O:23][CH3:22])=[CH:25][CH:26]=4)[CH:13]=[C:12]([CH3:17])[C:8]=3[NH:9][C:10](=[O:11])[C:4]=2[CH:3]=1. (6) Given the reactants [NH2:1][C:2]1[C:7]([C:8]#[N:9])=[C:6]([CH:10]2[CH2:15][CH2:14][CH2:13][N:12]([C:16]([O:18][C:19]([CH3:22])([CH3:21])[CH3:20])=[O:17])[CH2:11]2)[CH:5]=[C:4]([C:23]2[CH:28]=[CH:27][CH:26]=[CH:25][C:24]=2[O:29]CC2C=CC=CC=2)[N:3]=1, predict the reaction product. The product is: [NH2:1][C:2]1[C:7]([C:8]#[N:9])=[C:6]([CH:10]2[CH2:15][CH2:14][CH2:13][N:12]([C:16]([O:18][C:19]([CH3:22])([CH3:21])[CH3:20])=[O:17])[CH2:11]2)[CH:5]=[C:4]([C:23]2[CH:28]=[CH:27][CH:26]=[CH:25][C:24]=2[OH:29])[N:3]=1. (7) Given the reactants [CH2:1]([O:3][C:4](=[O:23])[CH2:5][C:6]1([CH2:21][CH3:22])[CH2:10][CH2:9][N:8](CC2C=CC(OC)=CC=2)[C:7]1=[O:20])[CH3:2].[N+]([O-])(O)=O.[N+]([O-])(O)=O.[N+]([O-])(O)=O.[N+]([O-])(O)=O.[N+]([O-])(O)=O.[N+]([O-])(O)=O.[Ce].C(=O)([O-])[O-].[K+].[K+], predict the reaction product. The product is: [CH2:1]([O:3][C:4](=[O:23])[CH2:5][C:6]1([CH2:21][CH3:22])[CH2:10][CH2:9][NH:8][C:7]1=[O:20])[CH3:2]. (8) Given the reactants [F:1][C:2]1[CH:7]=[CH:6][C:5]([C:8]2[O:9][C:10]3[CH:20]=[C:19]([O:21][CH2:22][C:23]([F:26])([F:25])[F:24])[C:18]([C:27]4[CH:28]=[C:29]([CH:33]=[CH:34][CH:35]=4)[C:30]([OH:32])=O)=[CH:17][C:11]=3[C:12]=2[C:13](=[O:16])[NH:14][CH3:15])=[CH:4][CH:3]=1.Cl.[C:37]12([NH2:42])[CH2:41][CH:39]([CH2:40]1)[CH2:38]2.CCN(C(C)C)C(C)C, predict the reaction product. The product is: [C:37]12([NH:42][C:30]([C:29]3[CH:28]=[C:27]([C:18]4[C:19]([O:21][CH2:22][C:23]([F:26])([F:25])[F:24])=[CH:20][C:10]5[O:9][C:8]([C:5]6[CH:6]=[CH:7][C:2]([F:1])=[CH:3][CH:4]=6)=[C:12]([C:13]([NH:14][CH3:15])=[O:16])[C:11]=5[CH:17]=4)[CH:35]=[CH:34][CH:33]=3)=[O:32])[CH2:41][CH:39]([CH2:40]1)[CH2:38]2.